This data is from Cav3 T-type calcium channel HTS with 100,875 compounds. The task is: Binary Classification. Given a drug SMILES string, predict its activity (active/inactive) in a high-throughput screening assay against a specified biological target. (1) The drug is S1(=O)(=O)N(CC(=O)N(c2c(cccc2)C(O)=O)C)C(=O)c2c1cccc2. The result is 0 (inactive). (2) The compound is S(c1c([N+]([O-])=O)cc(cc1)/C=N\O)Cc1ccccc1. The result is 0 (inactive). (3) The drug is Clc1cc2[nH]c(nc2cc1)C1CCN(S(=O)(=O)c2cc3OCCOc3cc2)CC1. The result is 0 (inactive).